Dataset: Forward reaction prediction with 1.9M reactions from USPTO patents (1976-2016). Task: Predict the product of the given reaction. (1) Given the reactants Cl[C:2]1[C:10]([N+:11]([O-:13])=[O:12])=[CH:9][C:8]([N+:14]([O-:16])=[O:15])=[CH:7][C:3]=1[C:4](Cl)=O.[S-:17][C:18]#[N:19].[NH4+].C1OCCOCCOCCOCCOCCOC1.[F:39][C:40]([F:49])([F:48])[C:41]1[CH:47]=[CH:46][C:44]([NH2:45])=[CH:43][CH:42]=1.COC1C=CC(P2(SP(C3C=CC(OC)=CC=3)(=S)S2)=[S:59])=CC=1, predict the reaction product. The product is: [N+:14]([C:8]1[CH:9]=[C:10]([N+:11]([O-:13])=[O:12])[C:2]2[S:17][C:18]([NH:45][C:44]3[CH:46]=[CH:47][C:41]([C:40]([F:48])([F:49])[F:39])=[CH:42][CH:43]=3)=[N:19][C:4](=[S:59])[C:3]=2[CH:7]=1)([O-:16])=[O:15]. (2) Given the reactants C(=O)([O-])[O-].[Cs+].[Cs+].[OH:7][C:8]1[CH:15]=[C:14]([O:16][CH3:17])[CH:13]=[CH:12][C:9]=1[C:10]#[N:11].I[CH:19]([CH3:21])[CH3:20].O, predict the reaction product. The product is: [CH:19]([O:7][C:8]1[CH:15]=[C:14]([O:16][CH3:17])[CH:13]=[CH:12][C:9]=1[C:10]#[N:11])([CH3:21])[CH3:20]. (3) Given the reactants [NH2:1][CH:2]([CH2:5][OH:6])[CH2:3][OH:4].C(=O)([O-])[O-].[K+].[K+].[CH2:13](Br)[C:14]1[CH:19]=[CH:18][CH:17]=[CH:16][CH:15]=1, predict the reaction product. The product is: [CH2:13]([N:1]([CH2:13][C:14]1[CH:19]=[CH:18][CH:17]=[CH:16][CH:15]=1)[CH:2]([CH2:5][OH:6])[CH2:3][OH:4])[C:14]1[CH:19]=[CH:18][CH:17]=[CH:16][CH:15]=1. (4) The product is: [S:1]1[CH:5]=[CH:4][N:3]=[C:2]1[C:7]([OH:9])([CH3:8])[CH3:6]. Given the reactants [S:1]1[CH:5]=[CH:4][N:3]=[CH:2]1.[CH3:6][C:7](=[O:9])[CH3:8].B(F)(F)F.CCOCC.C([Li])CCC, predict the reaction product.